From a dataset of Full USPTO retrosynthesis dataset with 1.9M reactions from patents (1976-2016). Predict the reactants needed to synthesize the given product. (1) Given the product [NH2:29][C:30]1[N:35]=[CH:34][C:33]([C:2]2[N:3]=[C:4]([N:23]3[CH2:28][CH2:27][O:26][CH2:25][CH2:24]3)[C:5]3[S:10][C:9]([CH:11]([C:13]4[CH:18]=[CH:17][C:16]([S:19]([CH3:22])(=[O:21])=[O:20])=[CH:15][CH:14]=4)[OH:12])=[CH:8][C:6]=3[N:7]=2)=[CH:32][N:31]=1, predict the reactants needed to synthesize it. The reactants are: Cl[C:2]1[N:3]=[C:4]([N:23]2[CH2:28][CH2:27][O:26][CH2:25][CH2:24]2)[C:5]2[S:10][C:9]([CH:11]([C:13]3[CH:18]=[CH:17][C:16]([S:19]([CH3:22])(=[O:21])=[O:20])=[CH:15][CH:14]=3)[OH:12])=[CH:8][C:6]=2[N:7]=1.[NH2:29][C:30]1[N:35]=[CH:34][C:33](B2OC(C)(C)C(C)(C)O2)=[CH:32][N:31]=1. (2) Given the product [F:1][C:2]1[CH:10]=[CH:9][C:5]([C:6]([NH:21][C:18]2[CH:17]=[CH:16][C:15]([F:14])=[CH:20][N:19]=2)=[O:7])=[CH:4][C:3]=1[N+:11]([O-:13])=[O:12], predict the reactants needed to synthesize it. The reactants are: [F:1][C:2]1[CH:10]=[CH:9][C:5]([C:6](Cl)=[O:7])=[CH:4][C:3]=1[N+:11]([O-:13])=[O:12].[F:14][C:15]1[CH:16]=[CH:17][C:18]([NH2:21])=[N:19][CH:20]=1. (3) Given the product [F:1][C:2]1[CH:3]=[C:4]([N:8]2[C@@:12]3([CH2:17][CH2:16][NH:15][C@@H:14]([CH3:28])[CH2:13]3)[CH2:11][CH2:10][S:9]2(=[O:30])=[O:29])[CH:5]=[CH:6][CH:7]=1, predict the reactants needed to synthesize it. The reactants are: [F:1][C:2]1[CH:3]=[C:4]([N:8]2[C@@:12]3([CH2:17][CH2:16][N:15](C(OCC4C=CC=CC=4)=O)[C@@H:14]([CH3:28])[CH2:13]3)[CH:11]=[CH:10][S:9]2(=[O:30])=[O:29])[CH:5]=[CH:6][CH:7]=1. (4) Given the product [Br:9][CH2:10][C:11]1[CH:19]=[CH:18][CH:17]=[C:16]([CH3:20])[C:12]=1[C:13]([O:8][CH2:1][C:2]1[CH:7]=[CH:6][CH:5]=[CH:4][CH:3]=1)=[O:14], predict the reactants needed to synthesize it. The reactants are: [CH2:1]([OH:8])[C:2]1[CH:7]=[CH:6][CH:5]=[CH:4][CH:3]=1.[Br:9][CH2:10][C:11]1[CH:19]=[CH:18][CH:17]=[C:16]([CH3:20])[C:12]=1[C:13](Br)=[O:14]. (5) Given the product [Br:14][C:12]1[CH:11]=[CH:10][C:9]([O:15][CH3:16])=[C:8]([C:6]2[N:5]=[C:4]([NH2:17])[N:3]=[C:2]([NH:25][C:22]3[CH:23]=[CH:24][C:19]([Br:18])=[CH:20][CH:21]=3)[CH:7]=2)[CH:13]=1, predict the reactants needed to synthesize it. The reactants are: Cl[C:2]1[CH:7]=[C:6]([C:8]2[CH:13]=[C:12]([Br:14])[CH:11]=[CH:10][C:9]=2[O:15][CH3:16])[N:5]=[C:4]([NH2:17])[N:3]=1.[Br:18][C:19]1[CH:24]=[CH:23][C:22]([NH2:25])=[CH:21][CH:20]=1. (6) Given the product [CH3:17][C:18]1[CH:26]=[C:25]([CH3:27])[CH:24]=[C:23]([CH3:28])[C:19]=1[C:20]([P:10](=[O:29])([CH2:6][CH:7]([CH3:9])[CH3:8])[C:11]1[CH:16]=[CH:15][CH:14]=[CH:13][CH:12]=1)=[O:21], predict the reactants needed to synthesize it. The reactants are: C([Li])CCC.[CH2:6]([PH:10][C:11]1[CH:16]=[CH:15][CH:14]=[CH:13][CH:12]=1)[CH:7]([CH3:9])[CH3:8].[CH3:17][C:18]1[CH:26]=[C:25]([CH3:27])[CH:24]=[C:23]([CH3:28])[C:19]=1[C:20](Cl)=[O:21].[OH:29]O.